Predict the reactants needed to synthesize the given product. From a dataset of Full USPTO retrosynthesis dataset with 1.9M reactions from patents (1976-2016). (1) The reactants are: Br[C:2]1[CH:3]=[C:4]([CH:9]=[CH:10][N:11]=1)[C:5]([O:7][CH3:8])=[O:6].[F:12][C:13]([F:24])([F:23])[C:14]1[CH:19]=[CH:18][CH:17]=[CH:16][C:15]=1B(O)O.C(P(C(C)(C)C)C(C)(C)C)(C)(C)C.P([O-])([O-])([O-])=O.[K+].[K+].[K+]. Given the product [F:12][C:13]([F:24])([F:23])[C:14]1[CH:19]=[CH:18][CH:17]=[CH:16][C:15]=1[C:2]1[CH:3]=[C:4]([CH:9]=[CH:10][N:11]=1)[C:5]([O:7][CH3:8])=[O:6], predict the reactants needed to synthesize it. (2) Given the product [Cl:11][C:12]1[C:17]([CH3:18])=[C:16]([C:19]2[NH:23][N:22]=[N:21][N:20]=2)[C:15]([C:24]2[CH:29]=[CH:28][CH:27]=[C:26]([F:30])[CH:25]=2)=[C:14]([CH:31]([NH:33][C:2]2[N:10]=[CH:9][N:8]=[C:7]3[C:3]=2[N:4]=[CH:5][NH:6]3)[CH3:32])[CH:13]=1, predict the reactants needed to synthesize it. The reactants are: Br[C:2]1[N:10]=[CH:9][N:8]=[C:7]2[C:3]=1[N:4]=[CH:5][NH:6]2.[Cl:11][C:12]1[C:17]([CH3:18])=[C:16]([C:19]2[NH:23][N:22]=[N:21][N:20]=2)[C:15]([C:24]2[CH:29]=[CH:28][CH:27]=[C:26]([F:30])[CH:25]=2)=[C:14]([CH:31]([NH2:33])[CH3:32])[CH:13]=1.C(N(CC)C(C)C)(C)C. (3) Given the product [ClH:54].[ClH:69].[CH3:1][O:2][C:3]1[CH:4]=[C:5]([N:11]([CH:12]2[CH2:13][CH2:14][N:15]([CH2:18][C:19]3[CH:24]=[CH:23][N:22]=[C:21]([C:25]4[CH:26]=[C:27]([O:35][CH3:36])[C:28]([O:33][CH3:34])=[C:29]([O:31][CH3:32])[CH:30]=4)[CH:20]=3)[CH2:16][CH2:17]2)[CH2:53][C:52]2[CH:55]=[CH:56][C:49]([C:41]3[CH:42]=[C:43]([O:47][CH3:48])[C:44]([O:45][CH3:46])=[C:39]([O:38][CH3:37])[CH:40]=3)=[CH:50][CH:51]=2)[CH:6]=[C:7]([O:9][CH3:10])[CH:8]=1, predict the reactants needed to synthesize it. The reactants are: [CH3:1][O:2][C:3]1[CH:4]=[C:5]([NH:11][CH:12]2[CH2:17][CH2:16][N:15]([CH2:18][C:19]3[CH:24]=[CH:23][N:22]=[C:21]([C:25]4[CH:30]=[C:29]([O:31][CH3:32])[C:28]([O:33][CH3:34])=[C:27]([O:35][CH3:36])[CH:26]=4)[CH:20]=3)[CH2:14][CH2:13]2)[CH:6]=[C:7]([O:9][CH3:10])[CH:8]=1.[CH3:37][O:38][C:39]1[CH:40]=[C:41]([C:49]2[CH:56]=[CH:55][C:52]([CH2:53][Cl:54])=[CH:51][CH:50]=2)[CH:42]=[C:43]([O:47][CH3:48])[C:44]=1[O:45][CH3:46].C1(N)C(F)=C(F)C(F)=C(N)C=1F.[ClH:69].Cl. (4) Given the product [CH:11]([N:8]([CH:13]([CH3:17])[CH3:14])[CH2:9][CH3:10])([CH3:12])[CH3:19], predict the reactants needed to synthesize it. The reactants are: S(Cl)(C)(=O)=O.C([N:8]([CH2:11][CH3:12])[CH2:9][CH3:10])C.[CH2:13]1[CH2:17]OC[CH2:14]1.Cl[CH2:19]Cl. (5) Given the product [Cl:8][C:4]1[CH:5]=[CH:6][CH:7]=[C:2]([Cl:1])[C:3]=1[C:9]1[CH:13]=[C:12]([C:14]2[CH:19]=[CH:18][CH:17]=[C:16]([NH2:20])[CH:15]=2)[NH:11][N:10]=1, predict the reactants needed to synthesize it. The reactants are: [Cl:1][C:2]1[CH:7]=[CH:6][CH:5]=[C:4]([Cl:8])[C:3]=1[C:9]1[CH:13]=[C:12]([C:14]2[CH:19]=[CH:18][CH:17]=[C:16]([N+:20]([O-])=O)[CH:15]=2)[NH:11][N:10]=1.[Cl-].[NH4+]. (6) Given the product [CH3:33][C:26]1[C:27]([N+:30]([O-:32])=[O:31])=[CH:28][CH:29]=[C:24]([CH2:22][CH:19]2[CH2:20][CH2:21][N:16]([CH3:15])[CH2:17][CH2:18]2)[N:25]=1, predict the reactants needed to synthesize it. The reactants are: B1C2CCCC1CCC2.C1COCC1.[CH3:15][N:16]1[CH2:21][CH2:20][C:19](=[CH2:22])[CH2:18][CH2:17]1.C[C:24]1[CH:29]=[CH:28][C:27]([N+:30]([O-:32])=[O:31])=[C:26]([CH3:33])[N:25]=1.C(=O)([O-])[O-].[K+].[K+]. (7) Given the product [CH2:1]([NH:3][C:4]([NH:6][C:7]1[N:12]=[CH:11][C:10]([C:13]2[C:14]([O:23][CH2:24][CH:25]3[CH2:26][CH2:27][O:28][CH2:29][CH2:30]3)=[N:15][CH:16]=[C:17]([C:19]([NH:41][NH2:42])=[O:20])[CH:18]=2)=[C:9]([C:31]2[S:32][CH:33]=[C:34]([C:36]([F:38])([F:37])[F:39])[N:35]=2)[CH:8]=1)=[O:5])[CH3:2], predict the reactants needed to synthesize it. The reactants are: [CH2:1]([NH:3][C:4]([NH:6][C:7]1[N:12]=[CH:11][C:10]([C:13]2[C:14]([O:23][CH2:24][CH:25]3[CH2:30][CH2:29][O:28][CH2:27][CH2:26]3)=[N:15][CH:16]=[C:17]([C:19](OC)=[O:20])[CH:18]=2)=[C:9]([C:31]2[S:32][CH:33]=[C:34]([C:36]([F:39])([F:38])[F:37])[N:35]=2)[CH:8]=1)=[O:5])[CH3:2].O.[NH2:41][NH2:42].C(OCC)C. (8) Given the product [CH3:3][O:4][CH:5]([O:17][CH3:18])[C:6]1[CH:15]=[CH:14][CH:13]=[C:12]([O:16][CH2:19][CH:20]2[CH2:21][CH2:22][CH2:23][O:24]2)[C:7]=1[C:8]([O:10][CH3:11])=[O:9], predict the reactants needed to synthesize it. The reactants are: [H-].[Na+].[CH3:3][O:4][CH:5]([O:17][CH3:18])[C:6]1[CH:15]=[CH:14][CH:13]=[C:12]([OH:16])[C:7]=1[C:8]([O:10][CH3:11])=[O:9].[CH2:19](Br)[CH:20]1[O:24][CH2:23][CH2:22][CH2:21]1. (9) Given the product [CH3:24][N:23]1[C:19]([C:15]2[CH:14]=[C:13]([NH:12][C:5]3[C:6]4[C:11](=[CH:10][CH:9]=[CH:8][CH:7]=4)[C:2]([O:34][C:28]4[CH:33]=[CH:32][CH:31]=[CH:30][CH:29]=4)=[N:3][N:4]=3)[CH:18]=[CH:17][CH:16]=2)=[CH:20][N:21]=[C:22]1[CH3:25], predict the reactants needed to synthesize it. The reactants are: Cl[C:2]1[C:11]2[C:6](=[CH:7][CH:8]=[CH:9][CH:10]=2)[C:5]([NH:12][C:13]2[CH:18]=[CH:17][CH:16]=[C:15]([C:19]3[N:23]([CH3:24])[C:22]([CH3:25])=[N:21][CH:20]=3)[CH:14]=2)=[N:4][N:3]=1.[H-].[Na+].[C:28]1([OH:34])[CH:33]=[CH:32][CH:31]=[CH:30][CH:29]=1.[H][H].